From a dataset of Catalyst prediction with 721,799 reactions and 888 catalyst types from USPTO. Predict which catalyst facilitates the given reaction. Reactant: [N+:1]([O-:16])([O:3][C@@H:4]([C@H:6]([O:12][N+:13]([O-:15])=[O:14])[CH:7]([CH3:11])[CH2:8][CH2:9][OH:10])[CH3:5])=[O:2].Cl[C:18]([O:20][CH:21]([Cl:23])[CH3:22])=[O:19].N1C=CC=CC=1. Product: [C:18](=[O:19])([O:20][CH:21]([Cl:23])[CH3:22])[O:10][CH2:9][CH2:8][CH:7]([CH3:11])[C@@H:6]([O:12][N+:13]([O-:15])=[O:14])[C@H:4]([O:3][N+:1]([O-:16])=[O:2])[CH3:5]. The catalyst class is: 2.